Task: Predict which catalyst facilitates the given reaction.. Dataset: Catalyst prediction with 721,799 reactions and 888 catalyst types from USPTO (1) Product: [OH:17][CH2:16][C:15]([N:9]1[C:10]([C:11]([F:12])([F:13])[F:14])=[C:6]([C:4]([OH:5])=[O:3])[CH:7]=[N:8]1)([CH3:19])[CH3:18]. Reactant: C([O:3][C:4]([C:6]1[CH:7]=[N:8][N:9]([C:15]([CH3:19])([CH3:18])[CH2:16][OH:17])[C:10]=1[C:11]([F:14])([F:13])[F:12])=[O:5])C.[Li+].[OH-]. The catalyst class is: 24. (2) Reactant: [CH3:1][N:2]1[CH2:7][CH2:6][N:5]([C:8]2[N:16]3[C:11]([CH:12]=[CH:13][CH:14]=[CH:15]3)=[CH:10][C:9]=2[C:17]([O:19]CC)=[O:18])[C:4](=[O:22])[CH2:3]1.[OH-].[Li+]. Product: [CH3:1][N:2]1[CH2:7][CH2:6][N:5]([C:8]2[N:16]3[C:11]([CH:12]=[CH:13][CH:14]=[CH:15]3)=[CH:10][C:9]=2[C:17]([OH:19])=[O:18])[C:4](=[O:22])[CH2:3]1. The catalyst class is: 20. (3) Reactant: [C:1]([C:3]1[CH:8]=[CH:7][CH:6]=[C:5]([CH3:9])[N:4]=1)#[CH:2].C([Li])CCC.Cl[C:16]([O:18][CH2:19][CH3:20])=[O:17]. Product: [CH2:19]([O:18][C:16](=[O:17])[C:2]#[C:1][C:3]1[CH:8]=[CH:7][CH:6]=[C:5]([CH3:9])[N:4]=1)[CH3:20]. The catalyst class is: 683. (4) Reactant: [C:1]([O:9]CC)(=O)[CH2:2][C:3]([O:5][CH2:6][CH3:7])=[O:4].[H-].[Na+].[H][H].[CH2:16]([N:23]1[C:28]2[CH:29]=[CH:30][C:31]([CH3:33])=[CH:32][C:27]=2[C:26](=O)[O:25]C1=O)[C:17]1[CH:22]=[CH:21][CH:20]=[CH:19][CH:18]=1.Cl. Product: [CH2:6]([O:5][C:3]([C:2]1[C:1](=[O:9])[N:23]([CH2:16][C:17]2[CH:18]=[CH:19][CH:20]=[CH:21][CH:22]=2)[C:28]2[C:27]([C:26]=1[OH:25])=[CH:32][C:31]([CH3:33])=[CH:30][CH:29]=2)=[O:4])[CH3:7]. The catalyst class is: 44. (5) The catalyst class is: 15. Reactant: C([O:3][C:4](=[O:17])[C:5]1[CH:10]=[CH:9][C:8]([NH:11][CH2:12][CH:13]2[CH2:15][CH2:14]2)=[C:7]([NH2:16])[CH:6]=1)C.[CH2:18]([N:20]1[C:32]2[CH:31]=[CH:30][C:29]([CH:33]=O)=[CH:28][C:27]=2[C:26]2[C:21]1=[CH:22][CH:23]=[C:24]([O:35][CH3:36])[CH:25]=2)[CH3:19].[Cl-].[Na+]. Product: [CH:13]1([CH2:12][N:11]2[C:8]3[CH:9]=[CH:10][C:5]([C:4]([OH:3])=[O:17])=[CH:6][C:7]=3[N:16]=[C:33]2[C:29]2[CH:30]=[CH:31][C:32]3[N:20]([CH2:18][CH3:19])[C:21]4[C:26]([C:27]=3[CH:28]=2)=[CH:25][C:24]([O:35][CH3:36])=[CH:23][CH:22]=4)[CH2:14][CH2:15]1. (6) Reactant: [Cl:1][C:2]1[N:10]=[CH:9][CH:8]=[CH:7][C:3]=1[C:4](Cl)=[O:5].O[N:12]=[C:13]([NH2:15])[CH3:14]. Product: [Cl:1][C:2]1[C:3]([C:4]2[O:5][N:15]=[C:13]([CH3:14])[N:12]=2)=[CH:7][CH:8]=[CH:9][N:10]=1. The catalyst class is: 17.